From a dataset of Reaction yield outcomes from USPTO patents with 853,638 reactions. Predict the reaction yield, written as a fraction of the theoretical maximum amount of product (1.0 means a 100% yield; for example, 0.34 means a 34% yield). (1) The reactants are [OH:1][C:2]1[CH:7]=[C:6]([O:8][CH2:9][CH2:10][O:11][CH3:12])[CH:5]=[CH:4][C:3]=1/[CH:13]=[CH:14]/[C:15]([O:17][CH2:18][CH3:19])=[O:16].[C:20]([N:27]1[CH2:32][CH2:31][CH:30](O)[CH2:29][CH2:28]1)([O:22][C:23]([CH3:26])([CH3:25])[CH3:24])=[O:21].C(P(CCCC)CCCC)CCC.N(C(N1CCCCC1)=O)=NC(N1CCCCC1)=O. The catalyst is C1(C)C=CC=CC=1.O1CCCC1. The product is [CH2:18]([O:17][C:15](=[O:16])/[CH:14]=[CH:13]/[C:3]1[CH:4]=[CH:5][C:6]([O:8][CH2:9][CH2:10][O:11][CH3:12])=[CH:7][C:2]=1[O:1][CH:30]1[CH2:31][CH2:32][N:27]([C:20]([O:22][C:23]([CH3:26])([CH3:25])[CH3:24])=[O:21])[CH2:28][CH2:29]1)[CH3:19]. The yield is 0.750. (2) The reactants are [C:1]([C:3]1[C:4]([CH:19]([C:32]2[CH:41]=[CH:40][C:39]3[C:34](=[CH:35][CH:36]=[CH:37][CH:38]=3)[CH:33]=2)[CH2:20][N:21]2C(=O)C3C(=CC=CC=3)C2=O)=[C:5]([C:14](OCC)=[O:15])[S:6][C:7]=1[N:8]1[CH2:13][CH2:12][O:11][CH2:10][CH2:9]1)#[N:2].NN. The catalyst is C(O)C.C(Cl)Cl. The product is [N:8]1([C:7]2[S:6][C:5]3[C:14](=[O:15])[NH:21][CH2:20][CH:19]([C:32]4[CH:41]=[CH:40][C:39]5[C:34](=[CH:35][CH:36]=[CH:37][CH:38]=5)[CH:33]=4)[C:4]=3[C:3]=2[C:1]#[N:2])[CH2:13][CH2:12][O:11][CH2:10][CH2:9]1. The yield is 0.771. (3) The reactants are O=C1C2C(=CC=CC=2)C(=O)[N:3]1[CH2:12][CH2:13][CH2:14][CH2:15][N:16]1[CH2:21][CH2:20][N:19]([C:22]([O:24][C:25]([CH3:28])([CH3:27])[CH3:26])=[O:23])[CH2:18][CH2:17]1.NN. The catalyst is CCO. The product is [NH2:3][CH2:12][CH2:13][CH2:14][CH2:15][N:16]1[CH2:21][CH2:20][N:19]([C:22]([O:24][C:25]([CH3:28])([CH3:27])[CH3:26])=[O:23])[CH2:18][CH2:17]1. The yield is 0.930.